This data is from Reaction yield outcomes from USPTO patents with 853,638 reactions. The task is: Predict the reaction yield, written as a fraction of the theoretical maximum amount of product (1.0 means a 100% yield; for example, 0.34 means a 34% yield). The catalyst is C(O)C. The reactants are [CH3:1]C[O-].[Na+].[S:5]1[CH:9]=[CH:8][C:7](C=O)=[CH:6]1.[C:12]([O:21]CC)(=[O:20])[CH2:13][CH2:14][C:15]([O:17][CH2:18][CH3:19])=[O:16]. The product is [CH2:18]([O:17][C:15]([C:14](=[CH:1][C:9]1[S:5][CH:6]=[CH:7][CH:8]=1)[CH2:13][C:12]([OH:21])=[O:20])=[O:16])[CH3:19]. The yield is 0.570.